Dataset: Catalyst prediction with 721,799 reactions and 888 catalyst types from USPTO. Task: Predict which catalyst facilitates the given reaction. (1) Reactant: [OH:1][C:2]1[CH:10]=[CH:9][C:5]([C:6]([OH:8])=O)=[CH:4][CH:3]=1.[NH2:11][C:12]1[CH:17]=[CH:16][CH:15]=[CH:14][CH:13]=1.CCN=C=NCCCN(C)C.Cl. Product: [OH:1][C:2]1[CH:3]=[CH:4][C:5]([C:6]([NH:11][C:12]2[CH:17]=[CH:16][CH:15]=[CH:14][CH:13]=2)=[O:8])=[CH:9][CH:10]=1. The catalyst class is: 3. (2) Reactant: Cl[C:2]([C:4]1[CH:47]=[CH:46][C:7]([CH2:8][O:9][CH:10]2[CH:15]([C:16]3[CH:21]=[CH:20][C:19]([O:22][CH2:23][CH2:24][CH2:25][O:26][CH2:27][C:28]4[CH:33]=[CH:32][CH:31]=[CH:30][C:29]=4[O:34][CH3:35])=[CH:18][CH:17]=3)[CH2:14][CH2:13][N:12]([C:36]([O:38][CH2:39][C:40]3[CH:45]=[CH:44][CH:43]=[CH:42][CH:41]=3)=[O:37])[CH2:11]2)=[CH:6][C:5]=1[O:48][CH2:49][CH2:50][CH2:51][O:52][CH3:53])=[O:3].[NH3:54]. Product: [C:2]([C:4]1[CH:47]=[CH:46][C:7]([CH2:8][O:9][CH:10]2[CH:15]([C:16]3[CH:21]=[CH:20][C:19]([O:22][CH2:23][CH2:24][CH2:25][O:26][CH2:27][C:28]4[CH:33]=[CH:32][CH:31]=[CH:30][C:29]=4[O:34][CH3:35])=[CH:18][CH:17]=3)[CH2:14][CH2:13][N:12]([C:36]([O:38][CH2:39][C:40]3[CH:45]=[CH:44][CH:43]=[CH:42][CH:41]=3)=[O:37])[CH2:11]2)=[CH:6][C:5]=1[O:48][CH2:49][CH2:50][CH2:51][O:52][CH3:53])(=[O:3])[NH2:54]. The catalyst class is: 11. (3) The catalyst class is: 35. Product: [F:1][C:2]1[CH:7]=[C:6]([CH3:8])[C:5]([S:9][CH2:10][C:11]([F:13])([F:14])[F:12])=[CH:4][C:3]=1[N:15]1[C:20](=[O:21])[N:19]([CH3:25])[C:18](=[O:22])[CH:17]=[N:16]1. Reactant: [F:1][C:2]1[CH:7]=[C:6]([CH3:8])[C:5]([S:9][CH2:10][C:11]([F:14])([F:13])[F:12])=[CH:4][C:3]=1[N:15]1[C:20](=[O:21])[NH:19][C:18](=[O:22])[CH:17]=[N:16]1.CI.[C:25](=O)([O-])[O-].[K+].[K+]. (4) Reactant: [C:1]([O:9][CH:10](Cl)[CH3:11])(=[O:8])[C:2]1[CH:7]=[CH:6][CH:5]=[CH:4][CH:3]=1.[I-:13].[Na+]. Product: [C:1]([O:9][CH:10]([I:13])[CH3:11])(=[O:8])[C:2]1[CH:7]=[CH:6][CH:5]=[CH:4][CH:3]=1. The catalyst class is: 10. (5) Product: [CH3:1][C:2]1[CH:6]=[C:5]([S:7]([CH3:10])(=[O:9])=[O:8])[S:4][C:3]=1[C:11]([OH:13])=[O:12]. The catalyst class is: 5. Reactant: [CH3:1][C:2]1[CH:6]=[C:5]([S:7]([CH3:10])(=[O:9])=[O:8])[S:4][C:3]=1[C:11]([O:13]C)=[O:12].ClCCl.[OH-].[Na+]. (6) Reactant: [NH2:1][C:2]1[CH:6]=[C:5]([C:7]2[CH:12]=[CH:11][N:10]=[CH:9][CH:8]=2)[S:4][C:3]=1[C:13]([NH2:15])=[O:14].[S:16]1[CH2:21][CH2:20][C:19](=O)[CH2:18][CH2:17]1.O.C1(C)C=CC(S(O)(=O)=O)=CC=1.C([O-])(O)=O.[Na+]. Product: [N:10]1[CH:9]=[CH:8][C:7]([C:5]2[S:4][C:3]3[C:13](=[O:14])[NH:15][C:19]4([CH2:20][CH2:21][S:16][CH2:17][CH2:18]4)[NH:1][C:2]=3[CH:6]=2)=[CH:12][CH:11]=1. The catalyst class is: 15.